This data is from Reaction yield outcomes from USPTO patents with 853,638 reactions. The task is: Predict the reaction yield, written as a fraction of the theoretical maximum amount of product (1.0 means a 100% yield; for example, 0.34 means a 34% yield). (1) The reactants are [Cl:1][C:2]1[CH:38]=[CH:37][CH:36]=[C:35]([Cl:39])[C:3]=1[C:4]([NH:6][CH2:7][C:8]1[CH:13]=[CH:12][C:11]([C:14]2[CH:19]=[CH:18][N:17]([CH2:20][O:21][P:22](=[O:33])([O:28]C(C)(C)C)[O:23]C(C)(C)C)[C:16](=[O:34])[CH:15]=2)=[CH:10][CH:9]=1)=[O:5].C(O)(=O)C.O. The catalyst is C(#N)C. The product is [Cl:39][C:35]1[CH:36]=[CH:37][CH:38]=[C:2]([Cl:1])[C:3]=1[C:4]([NH:6][CH2:7][C:8]1[CH:9]=[CH:10][C:11]([C:14]2[CH:19]=[CH:18][N:17]([CH2:20][O:21][P:22](=[O:23])([OH:33])[OH:28])[C:16](=[O:34])[CH:15]=2)=[CH:12][CH:13]=1)=[O:5]. The yield is 0.560. (2) The reactants are [Cl-].O[NH3+:3].[C:4](=[O:7])([O-])[OH:5].[Na+].CS(C)=O.[O:13]1[C:17]2([CH2:22][CH2:21][CH:20]([N:23]3[C:28](=[O:29])[C:27]([CH2:30][C:31]4[CH:36]=[CH:35][C:34]([C:37]5[C:38]([C:43]#[N:44])=[CH:39][CH:40]=[CH:41][CH:42]=5)=[CH:33][CH:32]=4)=[C:26]([CH2:45][CH2:46][CH3:47])[N:25]4[N:48]=[CH:49][N:50]=[C:24]34)[CH2:19][CH2:18]2)[O:16][CH2:15][CH2:14]1. The catalyst is C(OCC)(=O)C. The product is [O:16]1[C:17]2([CH2:18][CH2:19][CH:20]([N:23]3[C:28](=[O:29])[C:27]([CH2:30][C:31]4[CH:36]=[CH:35][C:34]([C:37]5[CH:42]=[CH:41][CH:40]=[CH:39][C:38]=5[C:43]5[NH:3][C:4](=[O:7])[O:5][N:44]=5)=[CH:33][CH:32]=4)=[C:26]([CH2:45][CH2:46][CH3:47])[N:25]4[N:48]=[CH:49][N:50]=[C:24]34)[CH2:21][CH2:22]2)[O:13][CH2:14][CH2:15]1. The yield is 0.640.